The task is: Regression/Classification. Given a drug SMILES string, predict its toxicity properties. Task type varies by dataset: regression for continuous values (e.g., LD50, hERG inhibition percentage) or binary classification for toxic/non-toxic outcomes (e.g., AMES mutagenicity, cardiotoxicity, hepatotoxicity). Dataset: ld50_zhu.. This data is from Acute oral toxicity (LD50) regression data from Zhu et al.. (1) The drug is COP(=S)(OC)SC. The rat oral LD50 is 4.06, given as -log10 of the dose in mol/kg body weight (higher means more acutely toxic). (2) The compound is CN(C)P(=S)(Cl)n1ccnc1. The rat oral LD50 is 5.45, given as -log10 of the dose in mol/kg body weight (higher means more acutely toxic). (3) The molecule is COc1ccc(C(=O)CCC(=O)O)c2ccccc12. The rat oral LD50 is 2.16, given as -log10 of the dose in mol/kg body weight (higher means more acutely toxic).